This data is from NCI-60 drug combinations with 297,098 pairs across 59 cell lines. The task is: Regression. Given two drug SMILES strings and cell line genomic features, predict the synergy score measuring deviation from expected non-interaction effect. (1) Drug 1: CC1=C(C(CCC1)(C)C)C=CC(=CC=CC(=CC(=O)O)C)C. Drug 2: CN(C(=O)NC(C=O)C(C(C(CO)O)O)O)N=O. Cell line: SF-268. Synergy scores: CSS=4.10, Synergy_ZIP=-0.976, Synergy_Bliss=1.81, Synergy_Loewe=0.949, Synergy_HSA=0.975. (2) Drug 1: CC1CCC2CC(C(=CC=CC=CC(CC(C(=O)C(C(C(=CC(C(=O)CC(OC(=O)C3CCCCN3C(=O)C(=O)C1(O2)O)C(C)CC4CCC(C(C4)OC)O)C)C)O)OC)C)C)C)OC. Drug 2: CC1C(C(CC(O1)OC2CC(CC3=C2C(=C4C(=C3O)C(=O)C5=CC=CC=C5C4=O)O)(C(=O)C)O)N)O. Cell line: SF-295. Synergy scores: CSS=56.6, Synergy_ZIP=19.8, Synergy_Bliss=18.4, Synergy_Loewe=18.6, Synergy_HSA=19.9.